From a dataset of Reaction yield outcomes from USPTO patents with 853,638 reactions. Predict the reaction yield, written as a fraction of the theoretical maximum amount of product (1.0 means a 100% yield; for example, 0.34 means a 34% yield). (1) The reactants are [ClH:1].[Br:2][C:3]1[CH:28]=[CH:27][C:6]([CH2:7][CH:8]2[CH2:13][CH2:12][N:11]([CH2:14][CH2:15][C:16]3[CH:17]=[C:18]4[C:23](=[CH:24][CH:25]=3)[O:22][CH2:21][CH2:20][C:19]4=[O:26])[CH2:10][CH2:9]2)=[CH:5][C:4]=1[O:29][CH2:30][CH2:31][O:32][CH3:33]. The catalyst is CC(O)C. The product is [ClH:1].[Br:2][C:3]1[CH:28]=[CH:27][C:6]([CH2:7][CH:8]2[CH2:13][CH2:12][N:11]([CH2:14][CH2:15][C:16]3[CH:17]=[C:18]4[C:23](=[CH:24][CH:25]=3)[O:22][CH2:21][CH2:20][C:19]4=[O:26])[CH2:10][CH2:9]2)=[CH:5][C:4]=1[O:29][CH2:30][CH2:31][O:32][CH3:33]. The yield is 0.720. (2) The reactants are C([O:3][C:4]([C:6]1[CH:11]=[CH:10][C:9](=[O:12])[N:8]([CH2:13][CH2:14][O:15][CH3:16])[CH:7]=1)=[O:5])C.[OH-].[Li+]. The catalyst is O1CCOCC1.O. The product is [CH3:16][O:15][CH2:14][CH2:13][N:8]1[C:9](=[O:12])[CH:10]=[CH:11][C:6]([C:4]([OH:5])=[O:3])=[CH:7]1. The yield is 0.860.